This data is from Forward reaction prediction with 1.9M reactions from USPTO patents (1976-2016). The task is: Predict the product of the given reaction. (1) Given the reactants [F:1][C:2]1[CH:7]=[CH:6][CH:5]=[C:4]([F:8])[C:3]=1[C:9]1[N:13]([CH3:14])[N:12]=[C:11]([O:15][CH3:16])[CH:10]=1.P(Cl)(Cl)(Cl)=O.CN(C)[CH:24]=[O:25], predict the reaction product. The product is: [F:1][C:2]1[CH:7]=[CH:6][CH:5]=[C:4]([F:8])[C:3]=1[C:9]1[N:13]([CH3:14])[N:12]=[C:11]([O:15][CH3:16])[C:10]=1[CH:24]=[O:25]. (2) Given the reactants [C:1]([O:4][CH:5]([CH2:9][CH:10]=[CH:11][CH3:12])[C:6](=[O:8])[CH3:7])(=[O:3])[CH3:2].[H][H].[CH2:15](O)C, predict the reaction product. The product is: [C:1]([O:4][CH:5]([CH2:9][CH2:10][CH:11]([CH3:15])[CH3:12])[C:6](=[O:8])[CH3:7])(=[O:3])[CH3:2].